From a dataset of Forward reaction prediction with 1.9M reactions from USPTO patents (1976-2016). Predict the product of the given reaction. (1) Given the reactants [CH3:1][C:2]([CH3:27])([CH3:26])[CH2:3][O:4][C:5]1[C:10]([O:11][CH3:12])=[CH:9][CH:8]=[CH:7][C:6]=1/[CH:13]=[CH:14]/[C:15]1[N:16]=[C:17]2[N:21]([C:22]=1[C:23]([OH:25])=O)[CH:20]=[CH:19][S:18]2.[NH2:28][C:29]1[S:30][CH:31]=[C:32]([C:34]2[CH:41]=[CH:40][C:37]([C:38]#[N:39])=[CH:36][CH:35]=2)[N:33]=1.CCN=C=NCCCN(C)C.Cl, predict the reaction product. The product is: [C:38]([C:37]1[CH:36]=[CH:35][C:34]([C:32]2[N:33]=[C:29]([NH:28][C:23]([C:22]3[N:21]4[C:17]([S:18][CH:19]=[CH:20]4)=[N:16][C:15]=3/[CH:14]=[CH:13]/[C:6]3[CH:7]=[CH:8][CH:9]=[C:10]([O:11][CH3:12])[C:5]=3[O:4][CH2:3][C:2]([CH3:27])([CH3:1])[CH3:26])=[O:25])[S:30][CH:31]=2)=[CH:41][CH:40]=1)#[N:39]. (2) Given the reactants [CH3:1][N:2]1[CH:6]=[C:5]([C:7]2[CH:8]=[N:9][C:10]3[C:15]([CH:16]=2)=[CH:14][C:13]([CH:17]([C:19]2[N:23]4[N:24]=[C:25]([C:28](=O)[CH3:29])[CH:26]=[CH:27][C:22]4=[N:21][N:20]=2)[CH3:18])=[CH:12][CH:11]=3)[CH:4]=[N:3]1.[NH2:31][OH:32].Cl, predict the reaction product. The product is: [CH3:1][N:2]1[CH:6]=[C:5]([C:7]2[CH:8]=[N:9][C:10]3[C:15]([CH:16]=2)=[CH:14][C:13]([CH:17]([C:19]2[N:23]4[N:24]=[C:25](/[C:28](=[N:31]/[OH:32])/[CH3:29])[CH:26]=[CH:27][C:22]4=[N:21][N:20]=2)[CH3:18])=[CH:12][CH:11]=3)[CH:4]=[N:3]1. (3) Given the reactants [CH3:1][O:2][C:3]1[CH:47]=[CH:46][CH:45]=[CH:44][C:4]=1[CH2:5][O:6][CH2:7][CH2:8][CH2:9][O:10][C:11]1[CH:16]=[CH:15][C:14]([CH:17]2[CH2:22][CH2:21][N:20]([C:23]([O:25][C:26]([CH3:29])([CH3:28])[CH3:27])=[O:24])[CH2:19][CH:18]2[O:30][CH2:31][CH2:32][O:33]S(C2C=CC(C)=CC=2)(=O)=O)=[CH:13][CH:12]=1.O[C:49]1[CH:54]=[CH:53][CH:52]=[CH:51][C:50]=1[CH2:55][CH2:56][CH2:57][C:58]([OH:60])=[O:59].[OH-].[Na+].Cl, predict the reaction product. The product is: [C:58]([CH2:57][CH2:56][CH2:55][C:50]1[CH:51]=[CH:52][CH:53]=[CH:54][C:49]=1[O:33][CH2:32][CH2:31][O:30][CH:18]1[CH:17]([C:14]2[CH:15]=[CH:16][C:11]([O:10][CH2:9][CH2:8][CH2:7][O:6][CH2:5][C:4]3[CH:44]=[CH:45][CH:46]=[CH:47][C:3]=3[O:2][CH3:1])=[CH:12][CH:13]=2)[CH2:22][CH2:21][N:20]([C:23]([O:25][C:26]([CH3:27])([CH3:28])[CH3:29])=[O:24])[CH2:19]1)([OH:60])=[O:59]. (4) The product is: [F:1][C:2]1[CH:3]=[C:4]2[C:8](=[CH:9][CH:10]=1)[N:7]([C:14]1[N:15]=[C:16]([N:33]3[CH2:34][CH2:35][O:36][CH2:37][CH2:38]3)[C:17]3[S:22][C:21]([CH2:23][N:24]4[CH2:25][CH2:26][CH:27]([N:30]([CH3:32])[CH3:31])[CH2:28][CH2:29]4)=[CH:20][C:18]=3[N:19]=1)[CH:6]=[CH:5]2. Given the reactants [F:1][C:2]1[CH:3]=[C:4]2[C:8](=[CH:9][CH:10]=1)[NH:7][CH:6]=[CH:5]2.[H-].[Na+].Cl[C:14]1[N:15]=[C:16]([N:33]2[CH2:38][CH2:37][O:36][CH2:35][CH2:34]2)[C:17]2[S:22][C:21]([CH2:23][N:24]3[CH2:29][CH2:28][CH:27]([N:30]([CH3:32])[CH3:31])[CH2:26][CH2:25]3)=[CH:20][C:18]=2[N:19]=1, predict the reaction product. (5) Given the reactants [Cl:1][C:2]1[CH:7]=[CH:6][C:5]([C:8]2[CH:12]=[CH:11][NH:10][N:9]=2)=[CH:4][C:3]=1[CH2:13][NH:14][C:15](=[O:17])[CH3:16].CN[C@@H]1CCCC[C@H]1NC.C(=O)([O-])[O-].[K+].[K+].I[C:35]1[CH:36]=[CH:37][C:38]2[O:43][CH2:42][CH2:41][CH2:40][C:39]=2[CH:44]=1, predict the reaction product. The product is: [Cl:1][C:2]1[CH:7]=[CH:6][C:5]([C:8]2[CH:12]=[CH:11][N:10]([C:35]3[CH:36]=[CH:37][C:38]4[O:43][CH2:42][CH2:41][CH2:40][C:39]=4[CH:44]=3)[N:9]=2)=[CH:4][C:3]=1[CH2:13][NH:14][C:15](=[O:17])[CH3:16]. (6) The product is: [C:1]([N:5]1[C:9](=[O:10])[C:8]([NH:30][C:29]2[CH:28]=[CH:27][C:26]([N:20]3[CH2:25][CH2:24][CH2:23][CH2:22][CH2:21]3)=[CH:32][CH:31]=2)=[C:7]([C:12]2[CH:17]=[CH:16][CH:15]=[CH:14][CH:13]=2)[S:6]1(=[O:19])=[O:18])([CH3:4])([CH3:3])[CH3:2]. Given the reactants [C:1]([N:5]1[C:9](=[O:10])[C:8](Cl)=[C:7]([C:12]2[CH:17]=[CH:16][CH:15]=[CH:14][CH:13]=2)[S:6]1(=[O:19])=[O:18])([CH3:4])([CH3:3])[CH3:2].[N:20]1([C:26]2[CH:32]=[CH:31][C:29]([NH2:30])=[CH:28][CH:27]=2)[CH2:25][CH2:24][CH2:23][CH2:22][CH2:21]1.CCOC(C)=O, predict the reaction product. (7) The product is: [ClH:27].[ClH:27].[NH2:14][CH2:13][CH2:12][CH2:11][CH2:10][C@@H:9]1[CH2:25][S:7][C:6]([NH2:5])=[N:8]1. Given the reactants C([NH:5][C:6]([NH:8][C@@H:9]([CH2:25]O)[CH2:10][CH2:11][CH2:12][CH2:13][NH:14]C(=O)OCC1C=CC=CC=1)=[S:7])(C)(C)C.[ClH:27], predict the reaction product. (8) Given the reactants [C:1]([CH:3]1[CH2:6][N:5]([C:7](=[O:42])[C@H:8]([NH:10][C:11]([C:13]2[C:21]3[C:16](=[N:17][CH:18]=[C:19]([C:22]4[C:30]5[C:25](=[CH:26][C:27]([Cl:31])=[CH:28][CH:29]=5)[N:24]([CH2:32][CH3:33])[N:23]=4)[N:20]=3)[N:15](COCC[Si](C)(C)C)[CH:14]=2)=[O:12])[CH3:9])[CH2:4]1)#[N:2].C(O)(C(F)(F)F)=O, predict the reaction product. The product is: [C:1]([CH:3]1[CH2:4][N:5]([C:7](=[O:42])[C@H:8]([NH:10][C:11]([C:13]2[C:21]3[C:16](=[N:17][CH:18]=[C:19]([C:22]4[C:30]5[C:25](=[CH:26][C:27]([Cl:31])=[CH:28][CH:29]=5)[N:24]([CH2:32][CH3:33])[N:23]=4)[N:20]=3)[NH:15][CH:14]=2)=[O:12])[CH3:9])[CH2:6]1)#[N:2]. (9) Given the reactants [Br:1][CH2:2][C:3]([C:5]1[CH:6]=[C:7]([N:17](C)[C:18](=O)C(F)(F)F)[CH:8]=[C:9]([S:11]([F:16])([F:15])([F:14])([F:13])[F:12])[CH:10]=1)=[O:4].O.S(=O)(=O)(O)O.[OH-].[Na+], predict the reaction product. The product is: [Br:1][CH2:2][C:3]([C:5]1[CH:10]=[C:9]([S:11]([F:16])([F:12])([F:13])([F:14])[F:15])[CH:8]=[C:7]([NH:17][CH3:18])[CH:6]=1)=[O:4].